This data is from Full USPTO retrosynthesis dataset with 1.9M reactions from patents (1976-2016). The task is: Predict the reactants needed to synthesize the given product. (1) Given the product [Cl:16][C:17]1[CH:22]=[CH:21][C:20]([N:3]([C:11]2[CH:12]=[CH:13][N:9]([CH3:8])[N:10]=2)[CH3:2])=[CH:19][C:18]=1[F:25].[Cl:16][C:17]1[CH:22]=[CH:21][C:20]([N:3]([C:4]2[CH:5]=[CH:6][N:28]([CH2:26][CH3:27])[N:29]=2)[CH3:2])=[CH:19][C:18]=1[F:25], predict the reactants needed to synthesize it. The reactants are: O1[C:5]([CH:6]=O)=[CH:4][N:3]=[CH:2]1.[CH3:8][N:9]1[CH:13]=[CH:12][C:11](C=O)=[N:10]1.[Cl:16][C:17]1[CH:22]=[CH:21][C:20]([Mg]Br)=[CH:19][C:18]=1[F:25].[CH2:26]([N:28]1C=CC(C=O)=[N:29]1)[CH3:27]. (2) Given the product [C:3]([OH:5])(=[O:4])[CH2:2][OH:9].[CH2:11]([O:18][C:19]([NH:21][CH2:22][CH2:23][CH2:24][CH2:25][C@@H:26]([C:31]([OH:32])=[O:30])[NH2:27])=[O:20])[C:12]1[CH:13]=[CH:14][CH:15]=[CH:16][CH:17]=1.[C:3]([OH:5])(=[O:4])[C@H:2]([CH3:1])[OH:9], predict the reactants needed to synthesize it. The reactants are: [CH3:1][C@@H:2]1[O:9]C(=O)[C@H](C)[O:5][C:3]1=[O:4].[CH2:11]([O:18][C:19]([NH:21][CH2:22][CH2:23][CH2:24][CH2:25][CH:26]1[C:31](=[O:32])[O:30]CC(=O)[NH:27]1)=[O:20])[C:12]1[CH:17]=[CH:16][CH:15]=[CH:14][CH:13]=1. (3) Given the product [Cl:1][CH2:2][C:3]1[N:7]=[C:8]2[CH:13]=[CH:12][N:11]([C:14]3[CH:19]=[CH:18][C:17]([F:20])=[CH:16][CH:15]=3)[C:10](=[O:21])[N:9]2[CH:5]=1, predict the reactants needed to synthesize it. The reactants are: [Cl:1][CH2:2][C:3]([CH2:5]Cl)=O.[NH2:7][C:8]1[CH:13]=[CH:12][N:11]([C:14]2[CH:19]=[CH:18][C:17]([F:20])=[CH:16][CH:15]=2)[C:10](=[O:21])[N:9]=1.